This data is from Forward reaction prediction with 1.9M reactions from USPTO patents (1976-2016). The task is: Predict the product of the given reaction. (1) Given the reactants [NH2:1][C:2]1[C:7]([OH:8])=[CH:6][CH:5]=[CH:4][C:3]=1[CH3:9].C([O-])(O)=O.[Na+].[Br:15][C:16]1[CH:17]=[C:18]([CH:22]=[CH:23][C:24]=1[Cl:25])[C:19](Cl)=[O:20], predict the reaction product. The product is: [Br:15][C:16]1[CH:17]=[C:18]([CH:22]=[CH:23][C:24]=1[Cl:25])[C:19]([NH:1][C:2]1[C:3]([CH3:9])=[CH:4][CH:5]=[CH:6][C:7]=1[OH:8])=[O:20]. (2) Given the reactants [Cl:1][C:2]1[CH:7]=[CH:6][C:5]([CH3:8])=[CH:4][C:3]=1[O:9][C:10](=[O:17])[C:11]1[CH:16]=[CH:15][CH:14]=[CH:13][CH:12]=1.[Br:18]N1C(=O)CCC1=O.C(OOC(=O)C1C=CC=CC=1)(=O)C1C=CC=CC=1.O, predict the reaction product. The product is: [Br:18][CH2:8][C:5]1[CH:6]=[CH:7][C:2]([Cl:1])=[C:3]([O:9][C:10](=[O:17])[C:11]2[CH:12]=[CH:13][CH:14]=[CH:15][CH:16]=2)[CH:4]=1. (3) The product is: [Cl:1][C:2]1[N:10]=[C:9]2[C:5]([N:6]=[CH:7][N:8]2[CH:11]2[CH2:15][CH2:14][S:13][CH2:12]2)=[C:4]([NH:22][C:23]2[CH:28]=[CH:27][CH:26]=[CH:25][CH:24]=2)[N:3]=1. Given the reactants [Cl:1][C:2]1[N:10]=[C:9]2[C:5]([N:6]=[CH:7][N:8]2[CH:11]2[CH2:15][CH2:14][S:13][CH2:12]2)=[C:4](Cl)[N:3]=1.C(O)CCC.[NH2:22][C:23]1[CH:28]=[CH:27][CH:26]=[CH:25][CH:24]=1, predict the reaction product.